Dataset: Peptide-MHC class I binding affinity with 185,985 pairs from IEDB/IMGT. Task: Regression. Given a peptide amino acid sequence and an MHC pseudo amino acid sequence, predict their binding affinity value. This is MHC class I binding data. (1) The peptide sequence is NVIGLIVIL. The MHC is HLA-A02:01 with pseudo-sequence HLA-A02:01. The binding affinity (normalized) is 0.461. (2) The peptide sequence is HTTPVLMEKPY. The MHC is Mamu-A01 with pseudo-sequence Mamu-A01. The binding affinity (normalized) is 0.279. (3) The peptide sequence is WIQLGLQKC. The MHC is HLA-B27:05 with pseudo-sequence HLA-B27:05. The binding affinity (normalized) is 0. (4) The MHC is HLA-B57:01 with pseudo-sequence HLA-B57:01. The binding affinity (normalized) is 0. The peptide sequence is YTPGPGIRY. (5) The MHC is HLA-A69:01 with pseudo-sequence HLA-A69:01. The peptide sequence is IRNLVKRYK. The binding affinity (normalized) is 0.0847. (6) The peptide sequence is VVFEDGLPR. The MHC is HLA-B07:02 with pseudo-sequence HLA-B07:02. The binding affinity (normalized) is 0.0847. (7) The peptide sequence is ETIEDYLGY. The MHC is HLA-B58:01 with pseudo-sequence HLA-B58:01. The binding affinity (normalized) is 0.0847.